This data is from Forward reaction prediction with 1.9M reactions from USPTO patents (1976-2016). The task is: Predict the product of the given reaction. (1) Given the reactants C([O:8][C:9]1[CH:18]=[CH:17][C:12]([O:13][CH2:14][CH2:15][Br:16])=[CH:11][CH:10]=1)C1C=CC=CC=1, predict the reaction product. The product is: [Br:16][CH2:15][CH2:14][O:13][C:12]1[CH:17]=[CH:18][C:9]([OH:8])=[CH:10][CH:11]=1. (2) Given the reactants [I:1][C:2]1[C:3]([O:20][CH3:21])=[CH:4][C:5]([CH:17]([CH3:19])[CH3:18])=[C:6]([CH:16]=1)[O:7][C:8]1[C:9]([NH2:15])=[N:10][C:11]([NH2:14])=[N:12][CH:13]=1.Cl[C:23](=[O:30])[CH2:24][CH2:25][C:26]([O:28][CH3:29])=[O:27], predict the reaction product. The product is: [CH3:29][O:28][C:26](=[O:27])[CH2:25][CH2:24][C:23]([NH:14][C:11]1[N:10]=[C:9]([NH2:15])[C:8]([O:7][C:6]2[CH:16]=[C:2]([I:1])[C:3]([O:20][CH3:21])=[CH:4][C:5]=2[CH:17]([CH3:19])[CH3:18])=[CH:13][N:12]=1)=[O:30]. (3) Given the reactants CS(O[CH2:6][CH:7]1[CH2:11][C:10](=[O:12])[N:9]([CH2:13][C:14]2[CH:19]=[CH:18][C:17]([O:20][CH3:21])=[CH:16][C:15]=2[O:22][CH3:23])[CH2:8]1)(=O)=O.[N-:24]=[N+:25]=[N-:26].[Na+].[I-].[Na+], predict the reaction product. The product is: [N:24]([CH2:6][CH:7]1[CH2:8][N:9]([CH2:13][C:14]2[CH:19]=[CH:18][C:17]([O:20][CH3:21])=[CH:16][C:15]=2[O:22][CH3:23])[C:10](=[O:12])[CH2:11]1)=[N+:25]=[N-:26]. (4) The product is: [F:22][C:19]([F:20])([F:21])[CH2:18][N:13]1[C:12]([C:36]2[CH:37]=[CH:38][C:33]([C:32]([F:43])([F:42])[F:31])=[CH:34][CH:35]=2)=[C:11]2[C:15]([CH2:16][CH2:17][NH:8][CH2:9][CH2:10]2)=[N:14]1. Given the reactants C(OC([N:8]1[CH2:17][CH2:16][C:15]2[C:11](=[C:12](OS(C(F)(F)F)(=O)=O)[N:13]([CH2:18][C:19]([F:22])([F:21])[F:20])[N:14]=2)[CH2:10][CH2:9]1)=O)(C)(C)C.[F:31][C:32]([F:43])([F:42])[C:33]1[CH:38]=[CH:37][C:36](B(O)O)=[CH:35][CH:34]=1, predict the reaction product.